From a dataset of Full USPTO retrosynthesis dataset with 1.9M reactions from patents (1976-2016). Predict the reactants needed to synthesize the given product. (1) Given the product [Cl:1][C:2]1[CH:22]=[CH:21][C:5]([O:6][C:7]2[CH:12]=[CH:11][CH:10]=[CH:9][C:8]=2[CH:13]2[CH:17]([OH:18])[CH2:16][N:15]([CH3:19])[C:14]2=[O:20])=[CH:4][CH:3]=1, predict the reactants needed to synthesize it. The reactants are: [Cl:1][C:2]1[CH:22]=[CH:21][C:5]([O:6][C:7]2[CH:12]=[CH:11][CH:10]=[CH:9][C:8]=2[CH:13]2[C:17](=[O:18])[CH2:16][N:15]([CH3:19])[C:14]2=[O:20])=[CH:4][CH:3]=1.[BH4-].[K+].[Cl-].[NH4+].Cl. (2) Given the product [Br:44][C:45]1[CH:53]=[C:52]2[C:48]([CH:49]=[N:50][N:51]2[CH2:54][CH3:55])=[C:47]([NH:56][C:17]([C:15]2[CH:14]=[CH:13][CH:12]=[C:11]([CH3:10])[N:16]=2)=[O:19])[CH:46]=1, predict the reactants needed to synthesize it. The reactants are: CCN(C(C)C)C(C)C.[CH3:10][C:11]1[N:16]=[C:15]([C:17]([OH:19])=O)[CH:14]=[CH:13][CH:12]=1.F[P-](F)(F)(F)(F)F.N1(OC(N(C)C)=[N+](C)C)C2N=CC=CC=2N=N1.[Br:44][C:45]1[CH:46]=[C:47]([NH2:56])[C:48]2[CH:49]=[N:50][N:51]([CH2:54][CH3:55])[C:52]=2[CH:53]=1. (3) Given the product [Cl:30][CH2:31][CH2:32][O:33][CH2:34][N:15]1[C:14]2[C:9](=[N:10][CH:11]=[N:12][C:13]=2[NH2:17])[N:8]=[CH:16]1, predict the reactants needed to synthesize it. The reactants are: C1(C(C2C=CC=CC=2)(C2C=CC=CC=2)[N:8]2[CH:16]=[N:15][C:14]3[C:9]2=[N:10][CH:11]=[N:12][C:13]=3[NH2:17])C=CC=CC=1.[Cl:30][CH2:31][CH2:32][O:33][CH2:34]Cl. (4) Given the product [Cl:1][C:2]1[CH:26]=[N:25][C:5]2[NH:6][C:7]3[C:12]([C:4]=2[CH:3]=1)=[C:11]([C:13]1[CH:18]=[CH:17][CH:16]=[C:15]([S:19]([CH2:22][CH3:23])(=[O:21])=[O:20])[CH:14]=1)[CH:10]=[CH:9][C:8]=3[O:24][CH2:39][CH2:43][CH2:44][OH:47], predict the reactants needed to synthesize it. The reactants are: [Cl:1][C:2]1[CH:26]=[N:25][C:5]2[NH:6][C:7]3[C:12]([C:4]=2[CH:3]=1)=[C:11]([C:13]1[CH:18]=[CH:17][CH:16]=[C:15]([S:19]([CH2:22][CH3:23])(=[O:21])=[O:20])[CH:14]=1)[CH:10]=[CH:9][C:8]=3[OH:24].C(S(C1C=C(C2C=C[C:44]([O:47]CCO)=[C:43]3[C:39]=2C2C=C(C)C=NC=2N3)C=CC=1)(=O)=O)C. (5) Given the product [O:26]=[C:23]([O:22][CH2:15][C:16]1[CH:21]=[CH:20][CH:19]=[CH:18][CH:17]=1)/[CH:24]=[CH:25]/[C:2]1[C:11]2[C:6](=[CH:7][CH:8]=[CH:9][CH:10]=2)[C:5]([C:12]([OH:14])=[O:13])=[CH:4][CH:3]=1, predict the reactants needed to synthesize it. The reactants are: Br[C:2]1[C:11]2[C:6](=[CH:7][CH:8]=[CH:9][CH:10]=2)[C:5]([C:12]([OH:14])=[O:13])=[CH:4][CH:3]=1.[CH2:15]([O:22][C:23](=[O:26])[CH:24]=[CH2:25])[C:16]1[CH:21]=[CH:20][CH:19]=[CH:18][CH:17]=1.C1(P(C2C=CC=CC=2)C2C=CC=CC=2)C=CC=CC=1.C.